Dataset: Full USPTO retrosynthesis dataset with 1.9M reactions from patents (1976-2016). Task: Predict the reactants needed to synthesize the given product. (1) The reactants are: [CH3:1][C:2]([CH:17]1[CH2:22][CH2:21][NH:20][CH2:19][CH2:18]1)([S:4]([C:7]1[CH:12]=[CH:11][CH:10]=[C:9]([C:13]([F:16])([F:15])[F:14])[CH:8]=1)(=[O:6])=[O:5])[CH3:3].[N:23]1[C:32]2[C:27](=[CH:28][CH:29]=[CH:30][CH:31]=2)[CH:26]=[C:25](B(O)O)[CH:24]=1.C(N(C(C)C)CC)(C)C. Given the product [CH3:3][C:2]([CH:17]1[CH2:22][CH2:21][N:20]([C:25]2[CH:24]=[N:23][C:32]3[C:27]([CH:26]=2)=[CH:28][CH:29]=[CH:30][CH:31]=3)[CH2:19][CH2:18]1)([S:4]([C:7]1[CH:12]=[CH:11][CH:10]=[C:9]([C:13]([F:14])([F:16])[F:15])[CH:8]=1)(=[O:5])=[O:6])[CH3:1], predict the reactants needed to synthesize it. (2) Given the product [F:25][C:24]1[C:16]([NH:15][CH2:4][CH2:3][C:2]([F:7])([F:6])[F:1])=[C:17]([CH:21]=[C:22]([F:26])[CH:23]=1)[C:18]([OH:20])=[O:19], predict the reactants needed to synthesize it. The reactants are: [F:1][C:2]([F:7])([F:6])[CH2:3][CH:4]=O.FC(F)(F)C(O)=O.[NH2:15][C:16]1[C:24]([F:25])=[CH:23][C:22]([F:26])=[CH:21][C:17]=1[C:18]([OH:20])=[O:19].C(O[BH-](OC(=O)C)OC(=O)C)(=O)C.[Na+]. (3) Given the product [CH:31]1([NH:32][C:15]([C@H:11]2[CH2:12][CH2:13][CH2:14][N:10]2[C:7]2[CH:6]=[CH:5][C:4]([N+:1]([O-:3])=[O:2])=[CH:9][CH:8]=2)=[O:17])[CH2:29][CH2:30]1, predict the reactants needed to synthesize it. The reactants are: [N+:1]([C:4]1[CH:9]=[CH:8][C:7]([N:10]2[CH2:14][CH2:13][CH2:12][C@@H:11]2[C:15]([OH:17])=O)=[CH:6][CH:5]=1)([O-:3])=[O:2].CN(C(ON1N=NC2[CH:29]=[CH:30][CH:31]=[N:32]C1=2)=[N+](C)C)C.F[P-](F)(F)(F)(F)F.CCN(C(C)C)C(C)C.CN. (4) Given the product [F:1][C:2]1[CH:7]=[C:6]([C:8]2[CH:9]=[C:10]3[C:15](=[CH:16][CH:17]=2)[N:14]=[CH:13][N:12]=[C:11]3[NH:18][C:19]2[CH:20]=[CH:21][C:22]([N:25]3[CH2:30][CH2:29][O:28][CH2:27][CH2:26]3)=[CH:23][CH:24]=2)[CH:5]=[CH:4][C:3]=1[O:31][CH2:34][CH2:35][CH2:36][N:37]1[CH2:42][CH2:41][O:40][CH2:39][CH2:38]1, predict the reactants needed to synthesize it. The reactants are: [F:1][C:2]1[CH:7]=[C:6]([C:8]2[CH:9]=[C:10]3[C:15](=[CH:16][CH:17]=2)[N:14]=[CH:13][N:12]=[C:11]3[NH:18][C:19]2[CH:24]=[CH:23][C:22]([N:25]3[CH2:30][CH2:29][O:28][CH2:27][CH2:26]3)=[CH:21][CH:20]=2)[CH:5]=[CH:4][C:3]=1[OH:31].Cl.Cl[CH2:34][CH2:35][CH2:36][N:37]1[CH2:42][CH2:41][O:40][CH2:39][CH2:38]1.C(=O)([O-])[O-].[K+].[K+]. (5) Given the product [CH3:21][C:14]1[NH:12][C:7]2[C:6]([C:15]=1[C:16]([O:18][CH2:19][CH3:20])=[O:17])=[CH:11][CH:10]=[CH:9][CH:8]=2, predict the reactants needed to synthesize it. The reactants are: CS(C)=O.I[C:6]1[CH:11]=[CH:10][CH:9]=[CH:8][C:7]=1[NH2:12].O=[C:14]([CH3:21])[CH2:15][C:16]([O:18][CH2:19][CH3:20])=[O:17].C(=O)([O-])[O-].[Cs+].[Cs+]. (6) Given the product [CH3:9][NH:10][CH2:7][C:5]1[N:6]=[C:2]([CH3:1])[S:3][CH:4]=1, predict the reactants needed to synthesize it. The reactants are: [CH3:1][C:2]1[S:3][CH:4]=[C:5]([CH2:7]Cl)[N:6]=1.[CH3:9][NH2:10]. (7) Given the product [F:4][C:5]1[CH:10]=[CH:9][C:8]([CH:11]2[CH2:24][NH:3][N:2]=[C:12]2[C:14]2[CH:19]=[CH:18][CH:17]=[C:16]([C:20]([F:23])([F:22])[F:21])[CH:15]=2)=[CH:7][CH:6]=1, predict the reactants needed to synthesize it. The reactants are: O.[NH2:2][NH2:3].[F:4][C:5]1[CH:10]=[CH:9][C:8]([C:11](=[CH2:24])[C:12]([C:14]2[CH:19]=[CH:18][CH:17]=[C:16]([C:20]([F:23])([F:22])[F:21])[CH:15]=2)=O)=[CH:7][CH:6]=1. (8) Given the product [C:1]([C:3]1[CH:4]=[CH:5][C:6]([CH2:7][N:8]2[C:16]3[C:11](=[CH:12][CH:13]=[CH:14][C:15]=3[F:17])[C:10]([C:18]([OH:20])=[O:19])=[N:9]2)=[CH:22][CH:23]=1)#[N:2], predict the reactants needed to synthesize it. The reactants are: [C:1]([C:3]1[CH:23]=[CH:22][C:6]([CH2:7][N:8]2[C:16]3[C:11](=[CH:12][CH:13]=[CH:14][C:15]=3[F:17])[C:10]([C:18]([O:20]C)=[O:19])=[N:9]2)=[CH:5][CH:4]=1)#[N:2].[OH-].[Na+]. (9) Given the product [NH2:1][C:2]1[N:7]=[CH:6][C:5]([C:8]([N:10]=[S:11]([CH2:14][CH2:15][CH2:16][CH2:17][C:18]([O:20][CH3:21])=[O:19])([CH3:13])=[O:12])=[O:9])=[CH:4][C:3]=1[C:22]#[C:23][C:24]1[CH:29]=[CH:28][CH:27]=[C:26]([NH:30][C:39]([NH:38][C:36]2[CH:35]=[CH:34][CH:33]=[C:32]([CH3:31])[CH:37]=2)=[O:40])[CH:25]=1, predict the reactants needed to synthesize it. The reactants are: [NH2:1][C:2]1[N:7]=[CH:6][C:5]([C:8]([N:10]=[S:11]([CH2:14][CH2:15][CH2:16][CH2:17][C:18]([O:20][CH3:21])=[O:19])([CH3:13])=[O:12])=[O:9])=[CH:4][C:3]=1[C:22]#[C:23][C:24]1[CH:29]=[CH:28][CH:27]=[C:26]([NH2:30])[CH:25]=1.[CH3:31][C:32]1[CH:33]=[CH:34][CH:35]=[C:36]([N:38]=[C:39]=[O:40])[CH:37]=1.